Dataset: NCI-60 drug combinations with 297,098 pairs across 59 cell lines. Task: Regression. Given two drug SMILES strings and cell line genomic features, predict the synergy score measuring deviation from expected non-interaction effect. (1) Drug 1: C1C(C(OC1N2C=C(C(=O)NC2=O)F)CO)O. Drug 2: CC1CCCC2(C(O2)CC(NC(=O)CC(C(C(=O)C(C1O)C)(C)C)O)C(=CC3=CSC(=N3)C)C)C. Cell line: BT-549. Synergy scores: CSS=44.6, Synergy_ZIP=-5.18, Synergy_Bliss=-5.54, Synergy_Loewe=-2.55, Synergy_HSA=-1.13. (2) Drug 1: CC1C(C(CC(O1)OC2CC(CC3=C2C(=C4C(=C3O)C(=O)C5=C(C4=O)C(=CC=C5)OC)O)(C(=O)C)O)N)O.Cl. Drug 2: CCCS(=O)(=O)NC1=C(C(=C(C=C1)F)C(=O)C2=CNC3=C2C=C(C=N3)C4=CC=C(C=C4)Cl)F. Cell line: SK-MEL-5. Synergy scores: CSS=37.9, Synergy_ZIP=-2.45, Synergy_Bliss=3.91, Synergy_Loewe=-0.717, Synergy_HSA=3.64. (3) Drug 1: COC1=NC(=NC2=C1N=CN2C3C(C(C(O3)CO)O)O)N. Drug 2: CC=C1C(=O)NC(C(=O)OC2CC(=O)NC(C(=O)NC(CSSCCC=C2)C(=O)N1)C(C)C)C(C)C. Cell line: NCI-H226. Synergy scores: CSS=34.6, Synergy_ZIP=2.16, Synergy_Bliss=0.236, Synergy_Loewe=-42.7, Synergy_HSA=-2.32. (4) Drug 1: COC1=C(C=C2C(=C1)N=CN=C2NC3=CC(=C(C=C3)F)Cl)OCCCN4CCOCC4. Drug 2: C1=CC(=CC=C1CCCC(=O)O)N(CCCl)CCCl. Cell line: RXF 393. Synergy scores: CSS=33.7, Synergy_ZIP=5.98, Synergy_Bliss=5.30, Synergy_Loewe=-17.4, Synergy_HSA=9.45. (5) Cell line: HOP-62. Drug 2: C1=CC=C(C=C1)NC(=O)CCCCCCC(=O)NO. Synergy scores: CSS=10.1, Synergy_ZIP=-2.32, Synergy_Bliss=-1.48, Synergy_Loewe=-4.21, Synergy_HSA=-2.63. Drug 1: CCCS(=O)(=O)NC1=C(C(=C(C=C1)F)C(=O)C2=CNC3=C2C=C(C=N3)C4=CC=C(C=C4)Cl)F. (6) Drug 1: CCC1=CC2CC(C3=C(CN(C2)C1)C4=CC=CC=C4N3)(C5=C(C=C6C(=C5)C78CCN9C7C(C=CC9)(C(C(C8N6C)(C(=O)OC)O)OC(=O)C)CC)OC)C(=O)OC.C(C(C(=O)O)O)(C(=O)O)O. Drug 2: C1=CN(C=N1)CC(O)(P(=O)(O)O)P(=O)(O)O. Cell line: MALME-3M. Synergy scores: CSS=12.5, Synergy_ZIP=-5.83, Synergy_Bliss=-6.06, Synergy_Loewe=-21.3, Synergy_HSA=-5.26.